From a dataset of Reaction yield outcomes from USPTO patents with 853,638 reactions. Predict the reaction yield, written as a fraction of the theoretical maximum amount of product (1.0 means a 100% yield; for example, 0.34 means a 34% yield). (1) The reactants are [C:1]([C:3]1[C:8](=O)[NH:7][C:6]([NH:10][CH:11]2[CH2:13][CH2:12]2)=[N:5][C:4]=1[C:14]1[CH:19]=[CH:18][CH:17]=[C:16]([Cl:20])[CH:15]=1)#[N:2].O=P(Cl)(Cl)[Cl:23]. No catalyst specified. The product is [Cl:23][C:8]1[N:7]=[C:6]([NH:10][CH:11]2[CH2:13][CH2:12]2)[N:5]=[C:4]([C:14]2[CH:19]=[CH:18][CH:17]=[C:16]([Cl:20])[CH:15]=2)[C:3]=1[C:1]#[N:2]. The yield is 0.700. (2) The reactants are [CH:1]([C:3]1[CH:8]=[CH:7][C:6]([C:9]#[C:10][C:11]2[CH:36]=[CH:35][C:14]([C:15]([N:17]([CH3:34])[C@:18]([CH3:33])([C:23]([NH:25][O:26][CH:27]3[CH2:32][CH2:31][CH2:30][CH2:29][O:28]3)=[O:24])[C:19]([NH:21][CH3:22])=[O:20])=[O:16])=[CH:13][CH:12]=2)=[CH:5][CH:4]=1)=O.Cl.[CH3:38][O:39][CH:40]1[CH2:43][NH:42][CH2:41]1. No catalyst specified. The product is [CH3:38][O:39][CH:40]1[CH2:43][N:42]([CH2:1][C:3]2[CH:4]=[CH:5][C:6]([C:9]#[C:10][C:11]3[CH:12]=[CH:13][C:14]([C:15]([N:17]([CH3:34])[C@:18]([CH3:33])([C:23]([NH:25][O:26][CH:27]4[CH2:32][CH2:31][CH2:30][CH2:29][O:28]4)=[O:24])[C:19]([NH:21][CH3:22])=[O:20])=[O:16])=[CH:35][CH:36]=3)=[CH:7][CH:8]=2)[CH2:41]1. The yield is 0.680. (3) The reactants are [NH2:1][C:2]1[CH:7]=[CH:6][N:5]=[CH:4][N:3]=1.[Cl:8][C:9]1[CH:10]=[C:11]([C:16]2[CH:21]=[CH:20][C:19]([O:22][CH3:23])=[C:18]([N:24]3[C:33]4[C:28](=[CH:29][C:30]([S:34](OC5C(F)=C(F)C(F)=C(F)C=5F)(=[O:36])=[O:35])=[CH:31][CH:32]=4)[CH:27]=[CH:26][C:25]3=[O:49])[CH:17]=2)[CH:12]=[C:13]([F:15])[CH:14]=1.[Li+].C[Si]([N-][Si](C)(C)C)(C)C. The catalyst is CS(C)=O.O1CCCC1.CCOC(C)=O.Cl. The product is [Cl:8][C:9]1[CH:10]=[C:11]([C:16]2[CH:21]=[CH:20][C:19]([O:22][CH3:23])=[C:18]([N:24]3[C:33]4[C:28](=[CH:29][C:30]([S:34]([NH:1][C:2]5[CH:7]=[CH:6][N:5]=[CH:4][N:3]=5)(=[O:35])=[O:36])=[CH:31][CH:32]=4)[CH:27]=[CH:26][C:25]3=[O:49])[CH:17]=2)[CH:12]=[C:13]([F:15])[CH:14]=1. The yield is 0.490. (4) The catalyst is Cl.CCO. The reactants are [CH3:1][C:2]1[CH:7]=[CH:6][C:5]([S:8]([NH:11][C:12]2[CH:13]=[CH:14][CH:15]=[C:16]3[C:21]=2[N:20]=[CH:19][CH:18]=[CH:17]3)(=[O:10])=[O:9])=[C:4]([N+:22]([O-])=O)[CH:3]=1.Cl[Sn]Cl. The product is [NH2:22][C:4]1[CH:3]=[C:2]([CH3:1])[CH:7]=[CH:6][C:5]=1[S:8]([NH:11][C:12]1[CH:13]=[CH:14][CH:15]=[C:16]2[C:21]=1[N:20]=[CH:19][CH:18]=[CH:17]2)(=[O:10])=[O:9]. The yield is 0.450.